From a dataset of Peptide-MHC class II binding affinity with 134,281 pairs from IEDB. Regression. Given a peptide amino acid sequence and an MHC pseudo amino acid sequence, predict their binding affinity value. This is MHC class II binding data. The peptide sequence is YDRFLANVSTVLTGK. The MHC is DRB1_1602 with pseudo-sequence DRB1_1602. The binding affinity (normalized) is 0.823.